Dataset: Forward reaction prediction with 1.9M reactions from USPTO patents (1976-2016). Task: Predict the product of the given reaction. (1) Given the reactants CN(C(O[N:16]1N=[N:16][C:11]2[CH:12]=[CH:13][CH:13]=[CH:12][C:11]1=2)=[N+](C)C)C.[B-](F)(F)(F)F.[C:23]1([C:29]2[N:30]=[C:31]3[N:36]=[C:35]([NH:37][C:38]([C:40]4[C:41]([C:46]([OH:48])=O)=[N:42][CH:43]=[CH:44][CH:45]=4)=[O:39])[CH:34]=[CH:33][N:32]3[CH:49]=2)[CH:28]=[CH:27][CH:26]=[CH:25][CH:24]=1.C(N(C(C)C)CC)(C)C.N1CCC1, predict the reaction product. The product is: [N:16]1([C:46]([C:41]2[N:42]=[CH:43][CH:44]=[CH:45][C:40]=2[C:38]([NH:37][C:35]2[CH:34]=[CH:33][N:32]3[CH:49]=[C:29]([C:23]4[CH:24]=[CH:25][CH:26]=[CH:27][CH:28]=4)[N:30]=[C:31]3[N:36]=2)=[O:39])=[O:48])[CH2:13][CH2:12][CH2:11]1. (2) Given the reactants [CH3:1][C:2]([O:5][C:6]([NH:8][C:9]([CH3:14])([C:11]([OH:13])=O)[CH3:10])=[O:7])([CH3:4])[CH3:3].CCN(C(C)C)C(C)C.CN(C(ON1N=NC2C=CC=NC1=2)=[N+](C)C)C.F[P-](F)(F)(F)(F)F.[CH3:48][C:49]1([CH3:66])[C:53]2[C:54]([O:58][C:59]3[N:64]=[CH:63][C:62]([NH2:65])=[CH:61][CH:60]=3)=[CH:55][CH:56]=[CH:57][C:52]=2[O:51][CH2:50]1, predict the reaction product. The product is: [CH3:48][C:49]1([CH3:66])[C:53]2[C:54]([O:58][C:59]3[N:64]=[CH:63][C:62]([NH:65][C:11](=[O:13])[C:9]([NH:8][C:6](=[O:7])[O:5][C:2]([CH3:1])([CH3:3])[CH3:4])([CH3:10])[CH3:14])=[CH:61][CH:60]=3)=[CH:55][CH:56]=[CH:57][C:52]=2[O:51][CH2:50]1.